Dataset: Catalyst prediction with 721,799 reactions and 888 catalyst types from USPTO. Task: Predict which catalyst facilitates the given reaction. (1) Reactant: [NH2:1][C:2]1[CH:3]=[C:4]2[C:9](=[CH:10][CH:11]=1)[C:8](=[O:12])[N:7]([C:13]1[CH:18]=[CH:17][C:16]([C:19]([CH3:22])([CH3:21])[CH3:20])=[CH:15][CH:14]=1)[N:6]=[C:5]2[NH:23][C:24]1[N:25](C(C)(C)C)[N:26]=[C:27]([CH3:29])[CH:28]=1.Cl. Product: [NH2:1][C:2]1[CH:3]=[C:4]2[C:9](=[CH:10][CH:11]=1)[C:8](=[O:12])[N:7]([C:13]1[CH:18]=[CH:17][C:16]([C:19]([CH3:22])([CH3:21])[CH3:20])=[CH:15][CH:14]=1)[N:6]=[C:5]2[NH:23][C:24]1[NH:25][N:26]=[C:27]([CH3:29])[CH:28]=1. The catalyst class is: 5. (2) Reactant: [CH3:1][O:2][C@@H:3]1[C@@H:7]([O:8][N+:9]([O-:11])=[O:10])[CH2:6][C@H:5]([C:12]([O:14]C)=[O:13])[CH2:4]1.[OH-].[K+].Cl. Product: [CH3:1][O:2][C@H:3]1[C@H:7]([O:8][N+:9]([O-:11])=[O:10])[CH2:6][C@@H:5]([C:12]([OH:14])=[O:13])[CH2:4]1. The catalyst class is: 5. (3) The catalyst class is: 3. Product: [Cl:29][C:16]1[C:17]2[N:9]([C:3]3[C:2]([F:1])=[CH:7][CH:6]=[CH:5][C:4]=3[F:8])[N:10]=[C:11]([C:20]3[CH:25]=[CH:24][C:23]([CH2:26][C:27]#[N:28])=[CH:22][CH:21]=3)[C:12]=2[C:13](=[O:18])[NH:14][CH:15]=1. Reactant: [F:1][C:2]1[CH:7]=[CH:6][CH:5]=[C:4]([F:8])[C:3]=1[N:9]1[C:17]2[CH:16]=[CH:15][N:14]=[C:13]([O:18]C)[C:12]=2[C:11]([C:20]2[CH:25]=[CH:24][C:23]([CH2:26][C:27]#[N:28])=[CH:22][CH:21]=2)=[N:10]1.[Cl:29]N1C(=O)CCC1=O.O.